This data is from Forward reaction prediction with 1.9M reactions from USPTO patents (1976-2016). The task is: Predict the product of the given reaction. (1) Given the reactants C([O:8][C@@H:9]1[C@@H:18]([O:19][C:20]2[CH:25]=[CH:24][C:23]([C:26]3[CH:31]=[CH:30][CH:29]=[C:28]([C:32]([NH:34][CH3:35])=[O:33])[CH:27]=3)=[CH:22][CH:21]=2)[O:17][C@H:16]2[C@@H:11]([O:12]C(C3C=CC=CC=3)[O:14][CH2:15]2)[C@@H:10]1[F:42])C1C=CC=CC=1, predict the reaction product. The product is: [F:42][C@H:10]1[C@H:11]([OH:12])[C@@H:16]([CH2:15][OH:14])[O:17][C@H:18]([O:19][C:20]2[CH:21]=[CH:22][C:23]([C:26]3[CH:31]=[CH:30][CH:29]=[C:28]([C:32]([NH:34][CH3:35])=[O:33])[CH:27]=3)=[CH:24][CH:25]=2)[C@H:9]1[OH:8]. (2) Given the reactants [H-].[Na+].[CH2:3]([C:5]1[C:14]([CH3:15])=[C:13]([O:16][C:17]([CH:19]2CC2)=[O:18])[C:12]2[C:7](=[CH:8][C:9]([F:23])=[C:10]([F:22])[CH:11]=2)[N:6]=1)[CH3:4].C(C1C(C)=C(OC(C2CC2)=O)C2C(=CC=C(F)C=2F)N=1)C.O, predict the reaction product. The product is: [CH2:3]([C:5]1[C:14]([CH3:15])=[C:13]([O:16][C:17](=[O:18])[CH3:19])[C:12]2[C:7](=[CH:8][C:9]([F:23])=[C:10]([F:22])[CH:11]=2)[N:6]=1)[CH3:4].